Dataset: Reaction yield outcomes from USPTO patents with 853,638 reactions. Task: Predict the reaction yield, written as a fraction of the theoretical maximum amount of product (1.0 means a 100% yield; for example, 0.34 means a 34% yield). (1) The reactants are [Cl:1]/[CH:2]=[CH:3]\Cl.[CH2:5]([C@@:8]1([O:26][Si:27]([C:30]([CH3:33])([CH3:32])[CH3:31])([CH3:29])[CH3:28])[C@:24]2([CH3:25])[C@H:11]([C@H:12]3[C@H:21]([CH2:22][CH2:23]2)[C@@H:20]2[C:15](=[CH:16][CH2:17][CH2:18][CH2:19]2)[CH2:14][CH2:13]3)[CH2:10][CH2:9]1)C=C. The catalyst is C1C=CC=CC=1. The product is [C:30]([Si:27]([O:26][C@:8]1([CH2:5]/[CH:3]=[CH:2]\[Cl:1])[C@:24]2([CH3:25])[C@H:11]([C@H:12]3[C@H:21]([CH2:22][CH2:23]2)[C@@H:20]2[C:15](=[CH:16][CH2:17][CH2:18][CH2:19]2)[CH2:14][CH2:13]3)[CH2:10][CH2:9]1)([CH3:29])[CH3:28])([CH3:33])([CH3:31])[CH3:32]. The yield is 0.700. (2) The reactants are [F:1][C:2]1[CH:13]=[CH:12][C:5]2[NH:6][C:7](=[O:11])[O:8][C:9](=[O:10])[C:4]=2[CH:3]=1.[H-].[Na+].[CH2:16](Br)[C:17]1[CH:22]=[CH:21][CH:20]=[CH:19][CH:18]=1. The catalyst is CN(C=O)C. The product is [CH2:16]([N:6]1[C:5]2[CH:12]=[CH:13][C:2]([F:1])=[CH:3][C:4]=2[C:9](=[O:10])[O:8][C:7]1=[O:11])[C:17]1[CH:22]=[CH:21][CH:20]=[CH:19][CH:18]=1. The yield is 0.420. (3) The reactants are Cl.[F:2][C:3]([F:13])([F:12])[C:4]1[S:8][C:7]([C:9](=[NH:11])[NH2:10])=[N:6][CH:5]=1.[Br:14][C:15]1[CH:22]=[C:21]([F:23])[CH:20]=[CH:19][C:16]=1[CH:17]=O.O=[C:25]([CH3:32])[CH2:26][C:27]([O:29][CH2:30][CH3:31])=[O:28]. No catalyst specified. The product is [Br:14][C:15]1[CH:22]=[C:21]([F:23])[CH:20]=[CH:19][C:16]=1[CH:17]1[C:26]([C:27]([O:29][CH2:30][CH3:31])=[O:28])=[C:25]([CH3:32])[NH:10][C:9]([C:7]2[S:8][C:4]([C:3]([F:2])([F:12])[F:13])=[CH:5][N:6]=2)=[N:11]1. The yield is 0.230. (4) The product is [NH2:1][C:2]1[C:11]2[C:6](=[C:7]([C:22]3[CH:23]=[CH:24][C:25]([O:29][CH3:30])=[C:26]([O:27][CH3:28])[C:21]=3[O:20][CH3:19])[CH:8]=[CH:9][CH:10]=2)[N:5]=[N:4][C:3]=1[C:13]([NH:15][CH2:16][CH2:17][CH3:18])=[O:14]. The reactants are [NH2:1][C:2]1[C:11]2[C:6](=[C:7](Br)[CH:8]=[CH:9][CH:10]=2)[N:5]=[N:4][C:3]=1[C:13]([NH:15][CH2:16][CH2:17][CH3:18])=[O:14].[CH3:19][O:20][C:21]1[C:26]([O:27][CH3:28])=[C:25]([O:29][CH3:30])[CH:24]=[CH:23][C:22]=1B(O)O. No catalyst specified. The yield is 0.921. (5) The reactants are [CH:1]12[O:6][CH:5]1[CH2:4][N:3]([C:7]([O:9][CH2:10][C:11]1[CH:16]=[CH:15][CH:14]=[CH:13][CH:12]=1)=[O:8])[CH2:2]2.[Cu](C#N)[C:18]#N.C[Mg]Br. The catalyst is C1COCC1. The product is [OH:6][C@H:5]1[C@H:1]([CH3:18])[CH2:2][N:3]([C:7]([O:9][CH2:10][C:11]2[CH:16]=[CH:15][CH:14]=[CH:13][CH:12]=2)=[O:8])[CH2:4]1. The yield is 0.890. (6) The reactants are N1CCCC(C[OH:8])C1.ClC1C2C(=CC(OC)=C(OC)C=2)N=CN=1.N1CCC(O)C1.ClC1C2C(=CC=CC=2)N=CC=1.[CH:41]([C:44]1[CH:49]=[CH:48][C:47]([N:50]=[C:51]=[O:52])=[CH:46][CH:45]=1)([CH3:43])[CH3:42].C[Si]([N-][Si](C)(C)C)(C)C.[Na+]. The catalyst is O1CCOCC1. The product is [CH:41]([C:44]1[CH:49]=[CH:48][C:47]([NH:50][C:51](=[O:8])[OH:52])=[CH:46][CH:45]=1)([CH3:43])[CH3:42]. The yield is 0.350.